Task: Regression. Given two drug SMILES strings and cell line genomic features, predict the synergy score measuring deviation from expected non-interaction effect.. Dataset: NCI-60 drug combinations with 297,098 pairs across 59 cell lines (1) Drug 1: COC1=C(C=C2C(=C1)N=CN=C2NC3=CC(=C(C=C3)F)Cl)OCCCN4CCOCC4. Synergy scores: CSS=5.34, Synergy_ZIP=9.11, Synergy_Bliss=4.34, Synergy_Loewe=1.64, Synergy_HSA=4.59. Cell line: M14. Drug 2: C1=CN(C=N1)CC(O)(P(=O)(O)O)P(=O)(O)O. (2) Drug 1: CC1CCC2CC(C(=CC=CC=CC(CC(C(=O)C(C(C(=CC(C(=O)CC(OC(=O)C3CCCCN3C(=O)C(=O)C1(O2)O)C(C)CC4CCC(C(C4)OC)O)C)C)O)OC)C)C)C)OC. Drug 2: C1CN1C2=NC(=NC(=N2)N3CC3)N4CC4. Cell line: ACHN. Synergy scores: CSS=65.5, Synergy_ZIP=-2.82, Synergy_Bliss=-1.68, Synergy_Loewe=1.77, Synergy_HSA=2.10. (3) Drug 1: C1CCC(CC1)NC(=O)N(CCCl)N=O. Drug 2: CN(CCCl)CCCl.Cl. Cell line: RXF 393. Synergy scores: CSS=21.2, Synergy_ZIP=-6.44, Synergy_Bliss=-1.03, Synergy_Loewe=-0.00522, Synergy_HSA=1.38. (4) Drug 1: CC1=C(C(=CC=C1)Cl)NC(=O)C2=CN=C(S2)NC3=CC(=NC(=N3)C)N4CCN(CC4)CCO. Drug 2: COC1=C2C(=CC3=C1OC=C3)C=CC(=O)O2. Cell line: SN12C. Synergy scores: CSS=25.1, Synergy_ZIP=-4.46, Synergy_Bliss=-3.11, Synergy_Loewe=-16.2, Synergy_HSA=-4.25. (5) Drug 1: CC1C(C(CC(O1)OC2CC(CC3=C2C(=C4C(=C3O)C(=O)C5=C(C4=O)C(=CC=C5)OC)O)(C(=O)CO)O)N)O.Cl. Drug 2: C1CCN(CC1)CCOC2=CC=C(C=C2)C(=O)C3=C(SC4=C3C=CC(=C4)O)C5=CC=C(C=C5)O. Cell line: SK-OV-3. Synergy scores: CSS=1.84, Synergy_ZIP=2.91, Synergy_Bliss=4.51, Synergy_Loewe=1.61, Synergy_HSA=1.91. (6) Drug 1: CC1=C2C(C(=O)C3(C(CC4C(C3C(C(C2(C)C)(CC1OC(=O)C(C(C5=CC=CC=C5)NC(=O)OC(C)(C)C)O)O)OC(=O)C6=CC=CC=C6)(CO4)OC(=O)C)OC)C)OC. Drug 2: CC(C)(C#N)C1=CC(=CC(=C1)CN2C=NC=N2)C(C)(C)C#N. Cell line: COLO 205. Synergy scores: CSS=64.5, Synergy_ZIP=10.6, Synergy_Bliss=8.90, Synergy_Loewe=-23.8, Synergy_HSA=8.08. (7) Drug 1: C1=CC=C(C=C1)NC(=O)CCCCCCC(=O)NO. Drug 2: CC1C(C(CC(O1)OC2CC(CC3=C2C(=C4C(=C3O)C(=O)C5=C(C4=O)C(=CC=C5)OC)O)(C(=O)CO)O)N)O.Cl. Cell line: SF-295. Synergy scores: CSS=32.0, Synergy_ZIP=-3.42, Synergy_Bliss=-1.73, Synergy_Loewe=-6.16, Synergy_HSA=-0.0857. (8) Drug 1: CN1C2=C(C=C(C=C2)N(CCCl)CCCl)N=C1CCCC(=O)O.Cl. Drug 2: CC1=C(C=C(C=C1)C(=O)NC2=CC(=CC(=C2)C(F)(F)F)N3C=C(N=C3)C)NC4=NC=CC(=N4)C5=CN=CC=C5. Cell line: M14. Synergy scores: CSS=20.3, Synergy_ZIP=-1.11, Synergy_Bliss=-2.30, Synergy_Loewe=-7.40, Synergy_HSA=-2.82. (9) Drug 1: CC1C(C(CC(O1)OC2CC(CC3=C2C(=C4C(=C3O)C(=O)C5=C(C4=O)C(=CC=C5)OC)O)(C(=O)CO)O)N)O.Cl. Drug 2: C1CCC(C(C1)N)N.C(=O)(C(=O)[O-])[O-].[Pt+4]. Cell line: SN12C. Synergy scores: CSS=26.3, Synergy_ZIP=-0.698, Synergy_Bliss=-1.65, Synergy_Loewe=-3.16, Synergy_HSA=-0.864. (10) Drug 1: CN(C)C1=NC(=NC(=N1)N(C)C)N(C)C. Drug 2: CN(CCCl)CCCl.Cl. Cell line: PC-3. Synergy scores: CSS=6.56, Synergy_ZIP=-3.65, Synergy_Bliss=-2.10, Synergy_Loewe=-11.1, Synergy_HSA=-3.84.